The task is: Predict the product of the given reaction.. This data is from Forward reaction prediction with 1.9M reactions from USPTO patents (1976-2016). Given the reactants [Cl:1][C:2]1[C:11]2[C:6](=[C:7]([Cl:17])[C:8]([O:12][CH2:13]COC)=[CH:9][CH:10]=2)[N:5]=[C:4]([C:18]2[CH:23]=CC=[C:20]([CH:24]([CH3:26])[CH3:25])[N:19]=2)[CH:3]=1.C(C1[S:31]C=C(C(O)=O)N=1)(C)C.NC1C(Cl)=C(OC)C=CC=1C(=O)C, predict the reaction product. The product is: [Cl:1][C:2]1[C:11]2[C:6](=[C:7]([Cl:17])[C:8]([O:12][CH3:13])=[CH:9][CH:10]=2)[N:5]=[C:4]([C:18]2[N:19]=[C:20]([CH:24]([CH3:26])[CH3:25])[S:31][CH:23]=2)[CH:3]=1.